From a dataset of Reaction yield outcomes from USPTO patents with 853,638 reactions. Predict the reaction yield, written as a fraction of the theoretical maximum amount of product (1.0 means a 100% yield; for example, 0.34 means a 34% yield). (1) The reactants are [H-].[Na+].[NH:3]1[CH:7]=[CH:6][C:5]([C:8]2[CH:13]=[CH:12][CH:11]=[CH:10][C:9]=2[OH:14])=[N:4]1.[CH2:15]([O:17][C:18](=[O:26])[CH2:19][CH2:20][CH2:21][CH2:22][CH2:23][CH2:24]Br)[CH3:16]. The catalyst is CN(C=O)C. The product is [CH2:15]([O:17][C:18](=[O:26])[CH2:19][CH2:20][CH2:21][CH2:22][CH2:23][CH2:24][N:3]1[CH:7]=[CH:6][C:5]([C:8]2[CH:13]=[CH:12][CH:11]=[CH:10][C:9]=2[OH:14])=[N:4]1)[CH3:16]. The yield is 0.480. (2) The reactants are C1CCC(N=C=NC2CCCCC2)CC1.Cl.[C:17]1([CH:23]([NH:27][C:28]2[CH:33]=[CH:32][CH:31]=[C:30]([O:34][C:35]([F:38])([F:37])[F:36])[CH:29]=2)[C:24]([OH:26])=[O:25])[CH:22]=[CH:21][CH:20]=[CH:19][CH:18]=1.C1C=CC2N(O)N=NC=2C=1.[N:49]12[CH2:56][CH2:55][CH:52]([CH2:53][CH2:54]1)[C@@H:51](O)[CH2:50]2. The catalyst is C1COCC1. The product is [N:49]12[CH2:56][CH2:55][CH:52]([CH2:53][CH2:54]1)[C@@H:51]([O:25][C:24](=[O:26])[CH:23]([C:17]1[CH:18]=[CH:19][CH:20]=[CH:21][CH:22]=1)[NH:27][C:28]1[CH:33]=[CH:32][CH:31]=[C:30]([O:34][C:35]([F:36])([F:37])[F:38])[CH:29]=1)[CH2:50]2. The yield is 0.850.